From a dataset of Full USPTO retrosynthesis dataset with 1.9M reactions from patents (1976-2016). Predict the reactants needed to synthesize the given product. (1) Given the product [CH:22]1([C:20]#[C:21][C:2]2[CH:19]=[C:18]3[C:5]([CH2:6][C:7]4([C:11]53[N:15]=[C:14]([NH2:16])[C:13]([CH3:17])=[N:12]5)[CH2:8][CH2:9][CH2:10]4)=[CH:4][CH:3]=2)[CH2:24][CH2:23]1, predict the reactants needed to synthesize it. The reactants are: Br[C:2]1[CH:19]=[C:18]2[C:5]([CH2:6][C:7]3([C:11]42[N:15]=[C:14]([NH2:16])[C:13]([CH3:17])=[N:12]4)[CH2:10][CH2:9][CH2:8]3)=[CH:4][CH:3]=1.[C:20]([CH:22]1[CH2:24][CH2:23]1)#[CH:21].C(N(CC)CC)C. (2) Given the product [CH3:1][N:2]1[C:10]2[C:5](=[CH:6][C:7]([CH3:11])=[CH:8][CH:9]=2)[CH:4]=[C:3]1[B:17]([OH:20])[OH:18], predict the reactants needed to synthesize it. The reactants are: [CH3:1][N:2]1[C:10]2[C:5](=[CH:6][C:7]([CH3:11])=[CH:8][CH:9]=2)[CH:4]=[CH:3]1.C([Li])CCC.[B:17](OC)([O:20]C)[O:18]C.Cl.[OH-].[Na+]. (3) Given the product [CH:44]12[NH:40][CH:41]([CH2:46][CH2:45]1)[CH2:42][CH:43]2[CH2:47][N:48]1[C:56]2[C:51](=[CH:52][C:53]([C:57]3[CH:58]=[N:59][N:60]([CH:62]4[CH2:67][CH2:66][CH2:65][CH2:64][O:63]4)[CH:61]=3)=[CH:54][CH:55]=2)[CH:50]=[N:49]1, predict the reactants needed to synthesize it. The reactants are: BrC1C=C2C(=CC=1)NN=C2.S(OCC1CC2N(C(OCC3C=CC=CC=3)=O)C1CC2)(C1C=CC(C)=CC=1)(=O)=O.[NH:40]1[CH2:46][CH2:45][CH2:44][CH:43]([CH2:47][N:48]2[C:56]3[C:51](=[CH:52][C:53]([C:57]4[CH:58]=[N:59][N:60]([CH:62]5[CH2:67][CH2:66][CH2:65][CH2:64][O:63]5)[CH:61]=4)=[CH:54][CH:55]=3)[CH:50]=[N:49]2)[CH2:42][CH2:41]1. (4) Given the product [CH2:1]([C:5]1[NH:6][C:7]([CH:10]=[O:11])=[CH:8][N:9]=1)[CH2:2][CH2:3][CH3:4], predict the reactants needed to synthesize it. The reactants are: [CH2:1]([C:5]1[NH:6][C:7]([CH2:10][OH:11])=[CH:8][N:9]=1)[CH2:2][CH2:3][CH3:4].C([O-])([O-])=O.[Na+].[Na+]. (5) Given the product [O:33]=[C:15]1[C:16]2[C:21](=[CH:20][CH:19]=[C:18]([C:24]#[C:25][CH2:26][C:27]3[CH:32]=[CH:31][CH:30]=[CH:29][CH:28]=3)[CH:17]=2)[CH:22]=[CH:23][N:14]1[CH2:13][C:10]1[CH:9]=[CH:8][C:7]([C:6]([OH:34])=[O:5])=[CH:12][CH:11]=1, predict the reactants needed to synthesize it. The reactants are: C([O:5][C:6](=[O:34])[C:7]1[CH:12]=[CH:11][C:10]([CH2:13][N:14]2[CH:23]=[CH:22][C:21]3[C:16](=[CH:17][C:18]([C:24]#[C:25][CH2:26][C:27]4[CH:32]=[CH:31][CH:30]=[CH:29][CH:28]=4)=[CH:19][CH:20]=3)[C:15]2=[O:33])=[CH:9][CH:8]=1)(C)(C)C.FC(F)(F)C(O)=O.